Dataset: Full USPTO retrosynthesis dataset with 1.9M reactions from patents (1976-2016). Task: Predict the reactants needed to synthesize the given product. Given the product [NH2:28][CH2:27][C:26]1[CH:29]=[CH:30][C:23]([C:22]2[C:16]3[O:15][C:14]([NH:13][C:5]4[CH:4]=[C:3]([O:2][CH3:1])[C:8]([O:9][CH3:10])=[C:7]([O:11][CH3:12])[CH:6]=4)=[N:18][C:17]=3[CH:19]=[CH:20][CH:21]=2)=[CH:24][CH:25]=1, predict the reactants needed to synthesize it. The reactants are: [CH3:1][O:2][C:3]1[CH:4]=[C:5]([NH:13][C:14]2[O:15][C:16]3[C:22]([C:23]4[CH:30]=[CH:29][C:26]([C:27]#[N:28])=[CH:25][CH:24]=4)=[CH:21][CH:20]=[CH:19][C:17]=3[N:18]=2)[CH:6]=[C:7]([O:11][CH3:12])[C:8]=1[O:9][CH3:10].